From a dataset of Full USPTO retrosynthesis dataset with 1.9M reactions from patents (1976-2016). Predict the reactants needed to synthesize the given product. Given the product [F:1][C:2]1[CH:3]=[CH:4][C:5]([C:8]([C:10]2[C:11]([F:16])=[N:12][CH:13]=[CH:14][CH:15]=2)=[O:9])=[CH:6][CH:7]=1, predict the reactants needed to synthesize it. The reactants are: [F:1][C:2]1[CH:7]=[CH:6][C:5]([CH:8]([C:10]2[C:11]([F:16])=[N:12][CH:13]=[CH:14][CH:15]=2)[OH:9])=[CH:4][CH:3]=1.C1C=C[NH+]=CC=1.[O-][Cr](Cl)(=O)=O.